The task is: Predict the reactants needed to synthesize the given product.. This data is from Retrosynthesis with 50K atom-mapped reactions and 10 reaction types from USPTO. (1) Given the product Clc1cccc(-c2cncc(Br)c2)c1, predict the reactants needed to synthesize it. The reactants are: Brc1cncc(Br)c1.OB(O)c1cccc(Cl)c1. (2) Given the product O=S(=O)(c1ccccc1)c1ccc2c(c1)OCCN2, predict the reactants needed to synthesize it. The reactants are: O=C1COc2cc(S(=O)(=O)c3ccccc3)ccc2N1. (3) Given the product O=C(OCCCl)c1cccc(O)c1, predict the reactants needed to synthesize it. The reactants are: O=C(O)c1cccc(O)c1.OCCCl. (4) Given the product Cc1nnc2sc(C(=O)NCc3ccc(OCF)cc3)c(N)c2c1C, predict the reactants needed to synthesize it. The reactants are: Cc1nnc2sc(C(=O)O)c(N)c2c1C.NCc1ccc(OCF)cc1. (5) Given the product CC(C)(C)OC(=O)NC(Cc1ccc(O)cc1)C(=O)OCCCCO[N+](=O)[O-], predict the reactants needed to synthesize it. The reactants are: CC(C)(C)OC(=O)N[C@@H](Cc1ccc(O)cc1)C(=O)O.O=[N+]([O-])OCCCCBr. (6) Given the product CCn1cc(C(=O)O)c(=O)c2cc(F)c(N3CCNC(COc4ccccc4)C3)cc21, predict the reactants needed to synthesize it. The reactants are: CCn1cc(C(=O)O)c(=O)c2cc(F)c(Cl)cc21.c1ccc(OCC2CNCCN2)cc1. (7) Given the product Cc1c(C)c2c(c(C)c1NC(=O)CC(C)(C)C)C(N1CCCCC1)C(C)(C)O2, predict the reactants needed to synthesize it. The reactants are: C1CCNCC1.Cc1c(C)c2c(c(C)c1NC(=O)CC(C)(C)C)C(O)C(C)(C)O2. (8) The reactants are: CCCCCC[C@H](C)Oc1ccc(-c2ccc(C(=O)OC)cc2)cc1[N+](=O)[O-]. Given the product CCCCCC[C@H](C)Oc1ccc(-c2ccc(C(=O)O)cc2)cc1[N+](=O)[O-], predict the reactants needed to synthesize it.